From a dataset of Full USPTO retrosynthesis dataset with 1.9M reactions from patents (1976-2016). Predict the reactants needed to synthesize the given product. (1) Given the product [N+:44]([C:47]1[CH:48]=[CH:49][C:50]([O:53][C:54]2[CH:59]=[CH:58][C:57]([NH:60][C:18](=[O:20])[CH2:17][N:14]3[CH2:13][CH2:12][N:11]([CH2:1][C:2]4[CH:10]=[CH:9][C:8]5[O:7][CH2:6][O:5][C:4]=5[CH:3]=4)[CH2:16][CH2:15]3)=[CH:56][CH:55]=2)=[N:51][CH:52]=1)([O-:46])=[O:45], predict the reactants needed to synthesize it. The reactants are: [CH2:1]([N:11]1[CH2:16][CH2:15][N:14]([CH2:17][C:18]([OH:20])=O)[CH2:13][CH2:12]1)[C:2]1[CH:10]=[CH:9][C:8]2[O:7][CH2:6][O:5][C:4]=2[CH:3]=1.O.ON1C2C=CC=CC=2N=N1.Cl.C(N=C=NCCCN(C)C)C.[N+:44]([C:47]1[CH:48]=[CH:49][C:50]([O:53][C:54]2[CH:59]=[CH:58][C:57]([NH2:60])=[CH:56][CH:55]=2)=[N:51][CH:52]=1)([O-:46])=[O:45]. (2) The reactants are: [CH:1]1([C:4]2[CH:5]=[C:6]([C:14](=O)[C:15]([C:17]3[CH:22]=[CH:21][CH:20]=[C:19]([C:23]#C[Si](C(C)C)(C(C)C)C(C)C)C=3)=O)[CH:7]=[CH:8][C:9]=2[O:10][CH:11]([F:13])F)[CH2:3][CH2:2]1.[F-:36].[CH2:37]([N+](CCCC)(CCCC)CCCC)CCC.Cl.[CH3:55][NH:56][C:57]([NH2:59])=[NH:58].[C:60](=[O:63])([O-])[O-].[Na+].[Na+]. Given the product [NH2:58][C:57]1[N:56]([CH3:55])[C:60](=[O:63])[C:14]([C:6]2[CH:7]=[CH:8][C:9]([O:10][CH:11]([F:13])[F:36])=[C:4]([CH:1]3[CH2:3][CH2:2]3)[CH:5]=2)([C:15]2[CH:17]=[CH:22][CH:21]=[C:20]([C:19]#[CH:23])[CH:37]=2)[N:59]=1, predict the reactants needed to synthesize it.